This data is from Forward reaction prediction with 1.9M reactions from USPTO patents (1976-2016). The task is: Predict the product of the given reaction. (1) Given the reactants [Br:1][C:2]1S[C:5]([C:7]([NH2:9])=[O:8])=[CH:4][C:3]=1C.BrC1SC(C(OC)=O)=CC=1C.[NH3:22].BrC1SC([C:29]#[N:30])=CC=1C.O=P(Cl)(Cl)Cl, predict the reaction product. The product is: [NH2:22][C:4]1[C:5]([C:7]([NH2:9])=[O:8])=[N:30][CH:29]=[C:2]([Br:1])[CH:3]=1. (2) Given the reactants [BH4-].[Na+].C[O:4]C1C=C(C=CC=1OC)C(=O)C=CC1C=CC=CC=1.[OH:23][C:24]1[CH:29]=[C:28]([OH:30])[CH:27]=[CH:26][C:25]=1[CH:31]=[CH:32][C:33]([C:35]1[CH:40]=[CH:39][C:38]([O:41][CH3:42])=[C:37]([O:43][CH3:44])[CH:36]=1)=O.C(O)(=O)C, predict the reaction product. The product is: [OH:23][C:24]1[CH:29]=[C:28]([OH:30])[CH:27]=[CH:26][C:25]=1[CH:31]([OH:4])[CH2:32][CH2:33][C:35]1[CH:40]=[CH:39][C:38]([O:41][CH3:42])=[C:37]([O:43][CH3:44])[CH:36]=1. (3) Given the reactants [CH:1]1([NH:4][C:5](=[O:48])[NH:6][C:7]2[CH:46]=[CH:45][C:10]([O:11][C:12]3[CH:17]=[CH:16][N:15]=[C:14]4[CH:18]=[C:19]([C:21]5[N:26]=[CH:25][C:24]([CH2:27][N:28]([CH:32]6[CH2:37][CH2:36][N:35](C(OCCCC)=O)[CH2:34][CH2:33]6)[C:29](=[O:31])[CH3:30])=[CH:23][CH:22]=5)[S:20][C:13]=34)=[C:9]([F:47])[CH:8]=2)[CH2:3][CH2:2]1.Cl.CCOC(C)=O, predict the reaction product. The product is: [CH:1]1([NH:4][C:5](=[O:48])[NH:6][C:7]2[CH:46]=[CH:45][C:10]([O:11][C:12]3[CH:17]=[CH:16][N:15]=[C:14]4[CH:18]=[C:19]([C:21]5[N:26]=[CH:25][C:24]([CH2:27][N:28]([CH:32]6[CH2:37][CH2:36][NH:35][CH2:34][CH2:33]6)[C:29](=[O:31])[CH3:30])=[CH:23][CH:22]=5)[S:20][C:13]=34)=[C:9]([F:47])[CH:8]=2)[CH2:2][CH2:3]1.